Regression. Given a peptide amino acid sequence and an MHC pseudo amino acid sequence, predict their binding affinity value. This is MHC class II binding data. From a dataset of Peptide-MHC class II binding affinity with 134,281 pairs from IEDB. (1) The peptide sequence is VIPEGWKADTSYESK. The MHC is DRB1_0301 with pseudo-sequence DRB1_0301. The binding affinity (normalized) is 0.113. (2) The peptide sequence is QKQITKIQNFRVYYR. The MHC is DRB1_1302 with pseudo-sequence DRB1_1302. The binding affinity (normalized) is 0.703. (3) The peptide sequence is EPLQGPFNFRFLTEKGMKNV. The MHC is DRB3_0101 with pseudo-sequence DRB3_0101. The binding affinity (normalized) is 0.428.